The task is: Regression/Classification. Given a drug SMILES string, predict its absorption, distribution, metabolism, or excretion properties. Task type varies by dataset: regression for continuous measurements (e.g., permeability, clearance, half-life) or binary classification for categorical outcomes (e.g., BBB penetration, CYP inhibition). Dataset: cyp3a4_veith.. This data is from CYP3A4 inhibition data for predicting drug metabolism from PubChem BioAssay. The molecule is CN(C)c1ccc(-c2nccc(Nc3ccc(F)cc3)n2)cc1. The result is 1 (inhibitor).